Dataset: Peptide-MHC class II binding affinity with 134,281 pairs from IEDB. Task: Regression. Given a peptide amino acid sequence and an MHC pseudo amino acid sequence, predict their binding affinity value. This is MHC class II binding data. (1) The peptide sequence is AFILDGDNLFPKV. The MHC is HLA-DQA10102-DQB10602 with pseudo-sequence HLA-DQA10102-DQB10602. The binding affinity (normalized) is 0.101. (2) The peptide sequence is EILIIIMRTFRIAIW. The MHC is DRB1_1501 with pseudo-sequence DRB1_1501. The binding affinity (normalized) is 0.763. (3) The peptide sequence is TVYVGIVTMLSPMLHK. The MHC is DRB1_0404 with pseudo-sequence DRB1_0404. The binding affinity (normalized) is 0.820. (4) The peptide sequence is ENEGDNACKRTYSDR. The binding affinity (normalized) is 0. The MHC is DRB1_0301 with pseudo-sequence DRB1_0301. (5) The peptide sequence is NDAIKASTGGAYESY. The MHC is HLA-DPA10201-DPB10501 with pseudo-sequence HLA-DPA10201-DPB10501. The binding affinity (normalized) is 0.168.